From a dataset of NCI-60 drug combinations with 297,098 pairs across 59 cell lines. Regression. Given two drug SMILES strings and cell line genomic features, predict the synergy score measuring deviation from expected non-interaction effect. (1) Drug 1: CCC1(CC2CC(C3=C(CCN(C2)C1)C4=CC=CC=C4N3)(C5=C(C=C6C(=C5)C78CCN9C7C(C=CC9)(C(C(C8N6C)(C(=O)OC)O)OC(=O)C)CC)OC)C(=O)OC)O.OS(=O)(=O)O. Drug 2: C(CCl)NC(=O)N(CCCl)N=O. Cell line: MCF7. Synergy scores: CSS=-4.88, Synergy_ZIP=-0.0570, Synergy_Bliss=-3.99, Synergy_Loewe=-2.84, Synergy_HSA=-4.24. (2) Drug 1: CN1C2=C(C=C(C=C2)N(CCCl)CCCl)N=C1CCCC(=O)O.Cl. Drug 2: C(CC(=O)O)C(=O)CN.Cl. Cell line: SW-620. Synergy scores: CSS=-0.614, Synergy_ZIP=1.60, Synergy_Bliss=2.56, Synergy_Loewe=1.14, Synergy_HSA=0.679. (3) Drug 1: CN1CCC(CC1)COC2=C(C=C3C(=C2)N=CN=C3NC4=C(C=C(C=C4)Br)F)OC. Drug 2: CC1=C(C(=O)C2=C(C1=O)N3CC4C(C3(C2COC(=O)N)OC)N4)N. Cell line: SF-268. Synergy scores: CSS=31.3, Synergy_ZIP=15.5, Synergy_Bliss=18.8, Synergy_Loewe=3.00, Synergy_HSA=15.3. (4) Drug 1: CC1=C2C(C(=O)C3(C(CC4C(C3C(C(C2(C)C)(CC1OC(=O)C(C(C5=CC=CC=C5)NC(=O)C6=CC=CC=C6)O)O)OC(=O)C7=CC=CC=C7)(CO4)OC(=O)C)O)C)OC(=O)C. Drug 2: C1=CN(C=N1)CC(O)(P(=O)(O)O)P(=O)(O)O. Cell line: NCI-H226. Synergy scores: CSS=24.9, Synergy_ZIP=-4.29, Synergy_Bliss=5.07, Synergy_Loewe=4.18, Synergy_HSA=5.34. (5) Drug 1: CN1CCC(CC1)COC2=C(C=C3C(=C2)N=CN=C3NC4=C(C=C(C=C4)Br)F)OC. Drug 2: CS(=O)(=O)OCCCCOS(=O)(=O)C. Cell line: SW-620. Synergy scores: CSS=23.8, Synergy_ZIP=-4.87, Synergy_Bliss=1.16, Synergy_Loewe=-2.95, Synergy_HSA=-1.30. (6) Drug 1: CC1=C(C=C(C=C1)NC2=NC=CC(=N2)N(C)C3=CC4=NN(C(=C4C=C3)C)C)S(=O)(=O)N.Cl. Drug 2: CC1=CC=C(C=C1)C2=CC(=NN2C3=CC=C(C=C3)S(=O)(=O)N)C(F)(F)F. Cell line: HCC-2998. Synergy scores: CSS=-12.6, Synergy_ZIP=5.11, Synergy_Bliss=-7.44, Synergy_Loewe=-18.5, Synergy_HSA=-18.9. (7) Drug 1: C1CC(=O)NC(=O)C1N2CC3=C(C2=O)C=CC=C3N. Drug 2: CC12CCC3C(C1CCC2OP(=O)(O)O)CCC4=C3C=CC(=C4)OC(=O)N(CCCl)CCCl.[Na+]. Cell line: BT-549. Synergy scores: CSS=2.33, Synergy_ZIP=-3.43, Synergy_Bliss=-6.71, Synergy_Loewe=-6.55, Synergy_HSA=-6.51.